Task: Predict the reaction yield, written as a fraction of the theoretical maximum amount of product (1.0 means a 100% yield; for example, 0.34 means a 34% yield).. Dataset: Reaction yield outcomes from USPTO patents with 853,638 reactions (1) The reactants are C[O:2][C:3]1[CH:10]=[CH:9][CH:8]=[C:7]([N+:11]([O-:13])=[O:12])[C:4]=1[C:5]#[N:6].Cl.N1C=CC=CC=1.O. The yield is 0.830. The catalyst is C(Cl)Cl. The product is [OH:2][C:3]1[CH:10]=[CH:9][CH:8]=[C:7]([N+:11]([O-:13])=[O:12])[C:4]=1[C:5]#[N:6]. (2) The reactants are [Br:1][C:2]1[CH:7]=[CH:6][C:5]([S:8](Cl)(=[O:10])=[O:9])=[CH:4][CH:3]=1.[CH3:12][NH:13][CH2:14][C:15]1[CH:16]=[C:17]([CH:31]=[CH:32][CH:33]=1)[C:18]([N:20]1[C:29]2[C:24](=[CH:25][CH:26]=[CH:27][CH:28]=2)[NH:23][C:22](=[O:30])[CH2:21]1)=[O:19].C(N(CC)CC)C. The catalyst is ClCCl.C(OCC)(=O)C. The product is [Br:1][C:2]1[CH:7]=[CH:6][C:5]([S:8]([N:13]([CH3:12])[CH2:14][C:15]2[CH:33]=[CH:32][CH:31]=[C:17]([C:18]([N:20]3[C:29]4[C:24](=[CH:25][CH:26]=[CH:27][CH:28]=4)[NH:23][C:22](=[O:30])[CH2:21]3)=[O:19])[CH:16]=2)(=[O:10])=[O:9])=[CH:4][CH:3]=1. The yield is 0.600.